Predict the reaction yield, written as a fraction of the theoretical maximum amount of product (1.0 means a 100% yield; for example, 0.34 means a 34% yield). From a dataset of Reaction yield outcomes from USPTO patents with 853,638 reactions. (1) The reactants are C([Li])(C)(C)C.[Cl:6][C:7]1[CH:12]=[CH:11][C:10]([O:13][CH2:14][O:15][CH3:16])=[CH:9][N:8]=1.[I:17]I. The catalyst is C1COCC1.C(OCC)(=O)C.O. The product is [Cl:6][C:7]1[CH:12]=[C:11]([I:17])[C:10]([O:13][CH2:14][O:15][CH3:16])=[CH:9][N:8]=1. The yield is 0.580. (2) The product is [CH:1]([O:4][N:5]([CH3:16])[C:6](=[O:15])[O:7][CH2:8][C:9]1[CH:10]=[CH:11][CH:12]=[CH:13][CH:14]=1)([CH3:3])[CH3:2]. The catalyst is CC(C)=O. The yield is 0.930. The reactants are [CH:1]([O:4][NH:5][C:6](=[O:15])[O:7][CH2:8][C:9]1[CH:14]=[CH:13][CH:12]=[CH:11][CH:10]=1)([CH3:3])[CH3:2].[C:16]([O-])([O-])=O.[K+].[K+].CI. (3) The reactants are Br[C:2]1[CH:11]=[C:10]2[C:5]([N:6]=[CH:7][C:8]([NH:12][C:13]3[CH:14]=[C:15]([CH:19]=[C:20](OC)[CH:21]=3)[C:16]([OH:18])=[O:17])=[N:9]2)=[CH:4][CH:3]=1.CC1(C)C(C)(C)OB([C:32]2[CH:33]=[C:34]([NH:38][S:39]([C:42]3[CH:47]=[CH:46][CH:45]=[CH:44][CH:43]=3)(=[O:41])=[O:40])[CH:35]=[N:36][CH:37]=2)O1.C(=O)([O-])[O-].[K+].[K+]. The catalyst is O1CCOCC1. The product is [C:42]1([S:39]([NH:38][C:34]2[CH:33]=[C:32]([C:2]3[CH:11]=[C:10]4[C:5]([N:6]=[CH:7][C:8]([NH:12][C:13]5[CH:14]=[C:15]([CH:19]=[CH:20][CH:21]=5)[C:16]([OH:18])=[O:17])=[N:9]4)=[CH:4][CH:3]=3)[CH:37]=[N:36][CH:35]=2)(=[O:41])=[O:40])[CH:47]=[CH:46][CH:45]=[CH:44][CH:43]=1. The yield is 0.160. (4) The yield is 0.580. The reactants are [C:1]([OH:6])(=[O:5])/[CH:2]=[CH:3]/[CH3:4].O.[PH2:8]([O-:10])=[O:9].[Na+].[CH2:12]=[CH2:13]. The catalyst is OO.O. The product is [CH2:12]([P:8]([OH:10])([CH:3]([CH3:4])[CH2:2][C:1]([OH:6])=[O:5])=[O:9])[CH3:13]. (5) The reactants are [NH2:1][CH:2]1[CH2:14][O:13][C:12]2[CH:11]=[CH:10][C:9]3[CH2:8][NH:7][C:6](=[O:15])[C:5]=3[C:4]=2[CH2:3]1.F[C:17]1[CH:18]=[C:19]2[C:23](=[CH:24][CH:25]=1)[NH:22][CH:21]=[C:20]2[CH2:26][CH2:27][CH2:28]C=O.C(O)(=O)C.[BH3-][C:36]#[N:37].[Na+]. The catalyst is CO. The product is [O:15]=[C:6]1[C:5]2[C:4]3[CH2:3][CH:2]([NH:1][CH2:28][CH2:27][CH2:26][C:20]4[C:19]5[C:23](=[CH:24][CH:25]=[C:17]([C:36]#[N:37])[CH:18]=5)[NH:22][CH:21]=4)[CH2:14][O:13][C:12]=3[CH:11]=[CH:10][C:9]=2[CH2:8][NH:7]1. The yield is 0.690. (6) The reactants are [CH2:1]([O:8][C:9]([NH:11][C@H:12]1[CH2:16][CH2:15][N:14]([C@H:17]2[CH2:22][CH2:21][C@@H:20]([NH:23][C:24]([O:26][C:27]([CH3:30])([CH3:29])[CH3:28])=[O:25])[CH2:19][C@H:18]2C(N)=O)[C:13]1=[O:34])=[O:10])[C:2]1[CH:7]=[CH:6][CH:5]=[CH:4][CH:3]=1.[C:35]([OH:38])(=O)[CH3:36].C(O)(=O)C.IC1C=CC=CC=1.C([N:53](CC)C(C)C)(C)C.C(OC(=O)C)(=O)C. The catalyst is C(#N)C. The product is [C:35]([NH:53][C@H:18]1[C@@H:17]([N:14]2[CH2:15][CH2:16][C@H:12]([NH:11][C:9]([O:8][CH2:1][C:2]3[CH:7]=[CH:6][CH:5]=[CH:4][CH:3]=3)=[O:10])[C:13]2=[O:34])[CH2:22][CH2:21][C@@H:20]([NH:23][C:24](=[O:25])[O:26][C:27]([CH3:29])([CH3:30])[CH3:28])[CH2:19]1)(=[O:38])[CH3:36]. The yield is 0.840. (7) The reactants are [OH:1][C:2]1[CH:7]=[CH:6][C:5]([C:8]2([CH2:12][C:13]([O:15][CH2:16][CH3:17])=[O:14])[CH2:11][O:10][CH2:9]2)=[CH:4][CH:3]=1.Br[CH2:19][C:20]1[CH:21]=[C:22]([C:26]2[CH:31]=[C:30]([CH3:32])[C:29]([O:33][CH2:34][CH2:35][CH2:36][S:37]([CH3:40])(=[O:39])=[O:38])=[C:28]([CH3:41])[CH:27]=2)[CH:23]=[CH:24][CH:25]=1.BrCC1C=C(C2C=CC(OCCCS(C)(=O)=O)=CC=2C)C=CC=1.C(=O)([O-])[O-].[Cs+].[Cs+]. The catalyst is CN(C=O)C. The product is [CH3:32][C:30]1[CH:31]=[C:26]([C:22]2[CH:23]=[CH:24][CH:25]=[C:20]([CH2:19][O:1][C:2]3[CH:7]=[CH:6][C:5]([C:8]4([CH2:12][C:13]([O:15][CH2:16][CH3:17])=[O:14])[CH2:9][O:10][CH2:11]4)=[CH:4][CH:3]=3)[CH:21]=2)[CH:27]=[C:28]([CH3:41])[C:29]=1[O:33][CH2:34][CH2:35][CH2:36][S:37]([CH3:40])(=[O:38])=[O:39]. The yield is 0.960. (8) The reactants are [Cl:1][CH2:2][C:3](Cl)=[O:4].[C:6]([C:10]1[CH:14]=[C:13]([NH2:15])[O:12][N:11]=1)([CH3:9])([CH3:8])[CH3:7].N1C=CC=CC=1. The catalyst is ClCCl. The product is [C:6]([C:10]1[CH:14]=[C:13]([NH:15][C:3](=[O:4])[CH2:2][Cl:1])[O:12][N:11]=1)([CH3:9])([CH3:8])[CH3:7]. The yield is 0.970.